From a dataset of Full USPTO retrosynthesis dataset with 1.9M reactions from patents (1976-2016). Predict the reactants needed to synthesize the given product. (1) Given the product [CH3:16][C:15]([NH:19][C:2]1[CH:7]=[CH:6][C:5]([N+:8]([O-:10])=[O:9])=[C:4]([C:11]([F:14])([F:13])[F:12])[CH:3]=1)([CH3:18])[CH3:17], predict the reactants needed to synthesize it. The reactants are: F[C:2]1[CH:7]=[CH:6][C:5]([N+:8]([O-:10])=[O:9])=[C:4]([C:11]([F:14])([F:13])[F:12])[CH:3]=1.[C:15]([NH2:19])([CH3:18])([CH3:17])[CH3:16]. (2) Given the product [F:1][C:2]1[CH:7]=[CH:6][CH:5]=[CH:4][C:3]=1[CH:8]([O:10][C:11](=[O:26])[NH:12][C:13]1[C:14]([CH3:25])=[N:15][O:16][C:17]=1[C:18]1[CH:23]=[CH:22][C:21]([B:27]2[O:31][C:30]([CH3:33])([CH3:32])[C:29]([CH3:35])([CH3:34])[O:28]2)=[CH:20][CH:19]=1)[CH3:9], predict the reactants needed to synthesize it. The reactants are: [F:1][C:2]1[CH:7]=[CH:6][CH:5]=[CH:4][C:3]=1[CH:8]([O:10][C:11](=[O:26])[NH:12][C:13]1[C:14]([CH3:25])=[N:15][O:16][C:17]=1[C:18]1[CH:23]=[CH:22][C:21](Br)=[CH:20][CH:19]=1)[CH3:9].[B:27]1([B:27]2[O:31][C:30]([CH3:33])([CH3:32])[C:29]([CH3:35])([CH3:34])[O:28]2)[O:31][C:30]([CH3:33])([CH3:32])[C:29]([CH3:35])([CH3:34])[O:28]1. (3) Given the product [CH3:1][S:2]([O:5][C:6]1[CH:11]=[CH:10][CH:9]=[C:8]([NH2:12])[CH:7]=1)(=[O:4])=[O:3], predict the reactants needed to synthesize it. The reactants are: [CH3:1][S:2]([O:5][C:6]1[CH:11]=[CH:10][CH:9]=[C:8]([N+:12]([O-])=O)[CH:7]=1)(=[O:4])=[O:3].[H][H]. (4) Given the product [NH2:11][C:9]1[N:8]=[CH:7][N:6]=[C:5]2[N:4]([CH:12]3[CH2:17][CH2:16][CH:15]([N:18]4[CH2:19][CH2:20][N:21]([CH3:24])[CH2:22][CH2:23]4)[CH2:14][CH2:13]3)[N:3]=[C:2]([C:1]3[CH:31]=[CH:32][C:27]([CH:25]=[O:26])=[CH:28][CH:29]=3)[C:10]=12, predict the reactants needed to synthesize it. The reactants are: [CH3:1][C:2]1[C:10]2[C:5](=[N:6][CH:7]=[N:8][C:9]=2[NH2:11])[N:4]([C@H:12]2[CH2:17][CH2:16][C@@H:15]([N:18]3[CH2:23][CH2:22][N:21]([CH3:24])[CH2:20][CH2:19]3)[CH2:14][CH2:13]2)[N:3]=1.[CH:25]([C:27]1[CH:32]=[CH:31]C(B(O)O)=[CH:29][CH:28]=1)=[O:26].C(=O)([O-])[O-].[Na+].[Na+].COCCOC. (5) Given the product [F:1][C:2]1[CH:17]=[CH:16][C:5]2[NH:6][C@@H:7]([CH2:10][C:11]([NH:19][CH3:18])=[O:12])[CH2:8][O:9][C:4]=2[CH:3]=1, predict the reactants needed to synthesize it. The reactants are: [F:1][C:2]1[CH:17]=[CH:16][C:5]2[NH:6][C@@H:7]([CH2:10][C:11](OCC)=[O:12])[CH2:8][O:9][C:4]=2[CH:3]=1.[CH3:18][NH2:19]. (6) Given the product [Cl:1][C:2]1[N:3]=[CH:4][N:5]([CH2:30][O:31][CH2:32][CH2:33][Si:34]([CH3:37])([CH3:36])[CH3:35])[C:6]=1[C:7]([NH:9][CH2:10][C:11]1[CH:16]=[CH:15][C:14]([Cl:17])=[C:13]([O:18][C:19]2[CH:24]=[C:23]([C:25]#[CH:38])[CH:22]=[C:21]([C:27]#[N:28])[CH:20]=2)[C:12]=1[F:29])=[O:8], predict the reactants needed to synthesize it. The reactants are: [Cl:1][C:2]1[N:3]=[CH:4][N:5]([CH2:30][O:31][CH2:32][CH2:33][Si:34]([CH3:37])([CH3:36])[CH3:35])[C:6]=1[C:7]([NH:9][CH2:10][C:11]1[CH:16]=[CH:15][C:14]([Cl:17])=[C:13]([O:18][C:19]2[CH:24]=[C:23]([CH:25]=O)[CH:22]=[C:21]([C:27]#[N:28])[CH:20]=2)[C:12]=1[F:29])=[O:8].[C:38](=O)([O-])[O-].[K+].[K+].CC(C)C(=O)C(P(=O)([O-])[O-])=[N+]=[N-]. (7) Given the product [CH3:21][O:20][C:11]1[CH:12]=[CH:13][C:14]2[C:19](=[CH:18][CH:17]=[CH:16][CH:15]=2)[C:10]=1[CH:2]1[N:1]([CH2:31][C:30]2[CH:33]=[CH:34][CH:35]=[C:28]([C:26]3[S:27][C:23]([CH3:22])=[CH:24][N:25]=3)[CH:29]=2)[C:6](=[O:8])[CH2:5][CH2:4][CH2:3]1, predict the reactants needed to synthesize it. The reactants are: [NH2:1][CH:2]([C:10]1[C:19]2[C:14](=[CH:15][CH:16]=[CH:17][CH:18]=2)[CH:13]=[CH:12][C:11]=1[O:20][CH3:21])[CH2:3][CH2:4][CH2:5][C:6]([O:8]C)=O.[CH3:22][C:23]1[S:27][C:26]([C:28]2[CH:29]=[C:30]([CH:33]=[CH:34][CH:35]=2)[CH:31]=O)=[N:25][CH:24]=1.